From a dataset of Reaction yield outcomes from USPTO patents with 853,638 reactions. Predict the reaction yield, written as a fraction of the theoretical maximum amount of product (1.0 means a 100% yield; for example, 0.34 means a 34% yield). (1) The reactants are [CH:1]1[C:10]2[C:5](=[CH:6][CH:7]=[CH:8][CH:9]=2)[CH:4]=[CH:3][C:2]=1[CH:11]=[CH:12][C:13]([NH:15][C:16]1[CH:26]=[CH:25][C:19]([C:20]([O:22][CH2:23][CH3:24])=[O:21])=[CH:18][CH:17]=1)=[O:14].[N+:27]([CH2:30]C(C1C=CC=CC=1)CC(NC1C=CC(C(OCC)=O)=CC=1)=O)([O-:29])=[O:28]. No catalyst specified. The product is [CH:1]1[C:10]2[C:5](=[CH:6][CH:7]=[CH:8][CH:9]=2)[CH:4]=[CH:3][C:2]=1[CH:11]([CH2:30][N+:27]([O-:29])=[O:28])[CH2:12][C:13]([NH:15][C:16]1[CH:17]=[CH:18][C:19]([C:20]([O:22][CH2:23][CH3:24])=[O:21])=[CH:25][CH:26]=1)=[O:14]. The yield is 0.700. (2) The reactants are [CH2:1]([O:8][C:9]1[CH:23]=[CH:22][C:12]([O:13][CH2:14][CH2:15][CH:16]2[CH2:21][CH2:20][NH:19][CH2:18][CH2:17]2)=[CH:11][CH:10]=1)[C:2]1[CH:7]=[CH:6][CH:5]=[CH:4][CH:3]=1.Br[C:25]1[CH:26]=[N:27][CH:28]=[C:29]([O:31][CH2:32][C@@H:33]2[CH2:37][CH2:36][CH2:35][N:34]2[C:38]([O:40][C:41]([CH3:44])([CH3:43])[CH3:42])=[O:39])[CH:30]=1.CC(C)([O-])C.[Na+].C1(P(C2C=CC=CC=2)C2C3OC4C(=CC=CC=4P(C4C=CC=CC=4)C4C=CC=CC=4)C(C)(C)C=3C=CC=2)C=CC=CC=1. The catalyst is C1(C)C=CC=CC=1.C1C=CC(/C=C/C(/C=C/C2C=CC=CC=2)=O)=CC=1.C1C=CC(/C=C/C(/C=C/C2C=CC=CC=2)=O)=CC=1.C1C=CC(/C=C/C(/C=C/C2C=CC=CC=2)=O)=CC=1.C(Cl)(Cl)Cl.[Pd].[Pd]. The product is [CH2:1]([O:8][C:9]1[CH:23]=[CH:22][C:12]([O:13][CH2:14][CH2:15][CH:16]2[CH2:21][CH2:20][N:19]([C:25]3[CH:26]=[N:27][CH:28]=[C:29]([O:31][CH2:32][C@@H:33]4[CH2:37][CH2:36][CH2:35][N:34]4[C:38]([O:40][C:41]([CH3:44])([CH3:43])[CH3:42])=[O:39])[CH:30]=3)[CH2:18][CH2:17]2)=[CH:11][CH:10]=1)[C:2]1[CH:3]=[CH:4][CH:5]=[CH:6][CH:7]=1. The yield is 0.720. (3) The reactants are [C:1]([C:4]1[CH:9]=[CH:8][C:7]([S:10]([NH:13][C:14]2[CH:18]=[C:17]([CH3:19])[O:16][N:15]=2)(=[O:12])=[O:11])=[CH:6][CH:5]=1)(=[O:3])[CH3:2].[CH3:20][O:21][C:22]1[CH:29]=[C:28]([O:30][CH3:31])[C:27]([C:32]2[S:33][CH:34]=[CH:35][CH:36]=2)=[CH:26][C:23]=1[CH:24]=O.C[O-].[Li+].Cl. The catalyst is CN(C)C=O.CO.O. The product is [CH3:20][O:21][C:22]1[CH:29]=[C:28]([O:30][CH3:31])[C:27]([C:32]2[S:33][CH:34]=[CH:35][CH:36]=2)=[CH:26][C:23]=1/[CH:24]=[CH:2]/[C:1]([C:4]1[CH:5]=[CH:6][C:7]([S:10]([NH:13][C:14]2[CH:18]=[C:17]([CH3:19])[O:16][N:15]=2)(=[O:11])=[O:12])=[CH:8][CH:9]=1)=[O:3]. The yield is 0.830. (4) The reactants are [CH2:1]([N:3]1[C:7]2[N:8]=[C:9]([C:18]3[CH:23]=[CH:22][C:21]([NH:24][C:25]([NH:27][C:28]4[CH:29]=[CH:30][C:31]([C:34]([O:36]C)=[O:35])=[N:32][CH:33]=4)=[O:26])=[CH:20][CH:19]=3)[N:10]=[C:11]([N:12]3[CH2:17][CH2:16][O:15][CH2:14][CH2:13]3)[C:6]=2[N:5]=[N:4]1)[CH3:2].[OH-].[Na+].Cl. The catalyst is CC(O)C. The product is [CH2:1]([N:3]1[C:7]2[N:8]=[C:9]([C:18]3[CH:23]=[CH:22][C:21]([NH:24][C:25]([NH:27][C:28]4[CH:29]=[CH:30][C:31]([C:34]([OH:36])=[O:35])=[N:32][CH:33]=4)=[O:26])=[CH:20][CH:19]=3)[N:10]=[C:11]([N:12]3[CH2:17][CH2:16][O:15][CH2:14][CH2:13]3)[C:6]=2[N:5]=[N:4]1)[CH3:2]. The yield is 0.190. (5) The reactants are [CH3:1][C:2]1[O:3][C:4]([C:9]2[CH:14]=[CH:13][CH:12]=[CH:11][CH:10]=2)=[CH:5][C:6]=1[CH:7]=[O:8].[CH2:15]([Mg]Br)[CH2:16][CH2:17][CH3:18].O1[CH2:18][CH2:17][CH2:16][CH2:15]1.Cl.O. The catalyst is O1CCCC1. The product is [CH3:1][C:2]1[O:3][C:4]([C:9]2[CH:14]=[CH:13][CH:12]=[CH:11][CH:10]=2)=[CH:5][C:6]=1[CH:7]([OH:8])[CH2:15][CH2:16][CH2:17][CH3:18]. The yield is 0.930. (6) The reactants are [CH2:1]([O:8][C:9]1[CH:10]=[CH:11][C:12]([C@@H:20]([OH:23])[CH2:21][Br:22])=[C:13]2[C:18]=1[NH:17][C:16](=[O:19])[CH:15]=[CH:14]2)[C:2]1[CH:7]=[CH:6][CH:5]=[CH:4][CH:3]=1.CN(C)C=O.N1C(C)=CC=CC=1C.FC(F)(F)S(O[Si:43]([C:46]([CH3:49])([CH3:48])[CH3:47])([CH3:45])[CH3:44])(=O)=O. The catalyst is C1CCCCC1.CO. The product is [CH2:1]([O:8][C:9]1[CH:10]=[CH:11][C:12]([C@@H:20]([O:23][Si:43]([C:46]([CH3:49])([CH3:48])[CH3:47])([CH3:45])[CH3:44])[CH2:21][Br:22])=[C:13]2[C:18]=1[NH:17][C:16](=[O:19])[CH:15]=[CH:14]2)[C:2]1[CH:3]=[CH:4][CH:5]=[CH:6][CH:7]=1. The yield is 0.800. (7) The reactants are Cl[C:2]1[C:3]2[N:4]([CH2:13][CH:14]([CH3:16])[N:15]=2)[C:5]2[C:10]([N:11]=1)=[CH:9][CH:8]=[C:7]([Cl:12])[CH:6]=2.[CH3:17][N:18]1[CH2:23][CH2:22][NH:21][CH2:20][CH2:19]1.CCN(CC)CC. The catalyst is CCO. The product is [Cl:12][C:7]1[CH:6]=[C:5]2[C:10]([N:11]=[C:2]([N:21]3[CH2:22][CH2:23][N:18]([CH3:17])[CH2:19][CH2:20]3)[C:3]3[N:4]2[CH2:13][CH:14]([CH3:16])[N:15]=3)=[CH:9][CH:8]=1. The yield is 0.960.